From a dataset of TCR-epitope binding with 47,182 pairs between 192 epitopes and 23,139 TCRs. Binary Classification. Given a T-cell receptor sequence (or CDR3 region) and an epitope sequence, predict whether binding occurs between them. (1) The epitope is SLYNTVATL. The TCR CDR3 sequence is CASSQAPAGSYNEQFF. Result: 0 (the TCR does not bind to the epitope). (2) The epitope is GILGFVFTL. The TCR CDR3 sequence is CASSLHLGGVTDTQYF. Result: 0 (the TCR does not bind to the epitope).